This data is from KCNQ2 potassium channel screen with 302,405 compounds. The task is: Binary Classification. Given a drug SMILES string, predict its activity (active/inactive) in a high-throughput screening assay against a specified biological target. (1) The molecule is O1C2(C(C(CC2)(C1=O)C)(C)C)C(=O)Nc1cc(OC)ccc1. The result is 0 (inactive). (2) The molecule is S=P1(OCC)N(C(=Nc2n(nc(c12)C)CCC#N)c1c(F)cccc1)C. The result is 0 (inactive).